From a dataset of Forward reaction prediction with 1.9M reactions from USPTO patents (1976-2016). Predict the product of the given reaction. (1) Given the reactants [NH:1]1[CH2:6][CH2:5][O:4][CH2:3][CH2:2]1.[CH3:7][Si:8]([CH3:23])([CH2:17][CH2:18][Si:19]([CH3:22])([CH3:21])[CH3:20])[CH2:9][CH2:10][CH2:11][O:12][CH2:13][CH:14]1[CH2:16][O:15]1, predict the reaction product. The product is: [CH3:23][Si:8]([CH3:7])([CH2:17][CH2:18][Si:19]([CH3:20])([CH3:22])[CH3:21])[CH2:9][CH2:10][CH2:11][O:12][CH2:13][CH:14]([OH:15])[CH2:16][N:1]1[CH2:6][CH2:5][O:4][CH2:3][CH2:2]1. (2) Given the reactants [Cl:1][C:2]1[CH:3]=[C:4]([NH:17][C:18]2[C:27]3[C:22](=[CH:23][CH:24]=[C:25]([C:28]4[O:29][C:30]([CH:33]=[O:34])=[CH:31][CH:32]=4)[CH:26]=3)[N:21]=[CH:20][N:19]=2)[CH:5]=[CH:6][C:7]=1[O:8][CH2:9][C:10]1[CH:15]=[CH:14][CH:13]=[C:12]([F:16])[CH:11]=1.C1C[O:38]CC1.[Mn]([O-])(=O)(=O)=O.[K+], predict the reaction product. The product is: [Cl:1][C:2]1[CH:3]=[C:4]([NH:17][C:18]2[C:27]3[C:22](=[CH:23][CH:24]=[C:25]([C:28]4[O:29][C:30]([C:33]([OH:38])=[O:34])=[CH:31][CH:32]=4)[CH:26]=3)[N:21]=[CH:20][N:19]=2)[CH:5]=[CH:6][C:7]=1[O:8][CH2:9][C:10]1[CH:15]=[CH:14][CH:13]=[C:12]([F:16])[CH:11]=1.